Dataset: Full USPTO retrosynthesis dataset with 1.9M reactions from patents (1976-2016). Task: Predict the reactants needed to synthesize the given product. (1) Given the product [CH3:30][O:31][C:32]1[CH:40]=[C:39]([N+:41]([O-:43])=[O:42])[CH:38]=[CH:37][C:33]=1[C:34]([NH:7][CH:8]1[C:14](=[O:15])[NH:13][C:12]2[CH:16]=[CH:17][CH:18]=[CH:19][C:11]=2[C:10]([C:20]2[CH:21]=[CH:22][CH:23]=[CH:24][CH:25]=2)=[N:9]1)=[O:36], predict the reactants needed to synthesize it. The reactants are: ClC1C=C(C=CC=1Cl)C([NH:7][CH:8]1[C:14](=[O:15])[NH:13][C:12]2[CH:16]=[CH:17][CH:18]=[CH:19][C:11]=2[C:10]([C:20]2[CH:25]=[CH:24][CH:23]=[CH:22][CH:21]=2)=[N:9]1)=O.[CH3:30][O:31][C:32]1[CH:40]=[C:39]([N+:41]([O-:43])=[O:42])[CH:38]=[CH:37][C:33]=1[C:34]([OH:36])=O.C(N(CC)CC)C.F[P-](F)(F)(F)(F)F.N1(OC(N(C)C)=[N+](C)C)C2C=CC=CC=2N=N1. (2) Given the product [C:9]1([NH:2][CH2:3][CH2:4][CH2:5][CH:5]2[CH2:4][CH2:3][NH:2][CH2:7][CH2:6]2)[CH:10]=[CH:11][CH:12]=[CH:13][CH:14]=1, predict the reactants needed to synthesize it. The reactants are: C[N:2]1[CH2:7][CH2:6][C:5](=O)[CH2:4][CH2:3]1.[C:9]1(CCCN)[CH:14]=[CH:13][CH:12]=[CH:11][CH:10]=1. (3) Given the product [Cl:1][C:2]1[CH:7]=[C:6]([N+:8]([O-:10])=[O:9])[CH:5]=[CH:4][C:3]=1[N:11]1[CH2:16][CH2:15][N:14]([C:22]([O:21][C:18]([CH3:20])([CH3:19])[CH3:17])=[O:23])[CH2:13][CH2:12]1, predict the reactants needed to synthesize it. The reactants are: [Cl:1][C:2]1[CH:7]=[C:6]([N+:8]([O-:10])=[O:9])[CH:5]=[CH:4][C:3]=1[N:11]1[CH2:16][CH2:15][NH:14][CH2:13][CH2:12]1.[CH3:17][C:18]([O:21][C:22](O[C:22]([O:21][C:18]([CH3:20])([CH3:19])[CH3:17])=[O:23])=[O:23])([CH3:20])[CH3:19].CCN(CC)CC. (4) Given the product [C:1]([O:5][C:6](=[O:7])[NH:8][C@H:9]([CH2:29][C:30]1[CH:35]=[C:34]([F:36])[C:33]([F:37])=[CH:32][C:31]=1[F:38])[CH2:10][C:11]([N:13]1[CH2:18][CH2:17][N:16]2[C:19]([C:25]([F:27])([F:28])[F:26])=[N:20][C:21]([C:22]([N:39]3[CH2:43][CH2:42][C@@H:41]([OH:44])[CH2:40]3)=[O:23])=[C:15]2[CH2:14]1)=[O:12])([CH3:4])([CH3:3])[CH3:2], predict the reactants needed to synthesize it. The reactants are: [C:1]([O:5][C:6]([NH:8][C@H:9]([CH2:29][C:30]1[CH:35]=[C:34]([F:36])[C:33]([F:37])=[CH:32][C:31]=1[F:38])[CH2:10][C:11]([N:13]1[CH2:18][CH2:17][N:16]2[C:19]([C:25]([F:28])([F:27])[F:26])=[N:20][C:21]([C:22](O)=[O:23])=[C:15]2[CH2:14]1)=[O:12])=[O:7])([CH3:4])([CH3:3])[CH3:2].[NH:39]1[CH2:43][CH2:42][C@@H:41]([OH:44])[CH2:40]1.O=C1N([ClH]P([ClH]N2CCOC2=O)=O)CCO1.C(N(CC)CC)C. (5) Given the product [Br:9][C:10]1[CH:11]=[C:12]([CH:13]2[C:21]3[C:22](=[O:27])[N:23]([CH3:26])[N:24]([CH3:25])[C:20]=3[NH:19][C:5]3[CH2:6][O:1][CH2:2][C:3](=[O:8])[C:4]2=3)[CH:15]=[CH:16][C:17]=1[F:18], predict the reactants needed to synthesize it. The reactants are: [O:1]1[CH2:6][C:5](=O)[CH2:4][C:3](=[O:8])[CH2:2]1.[Br:9][C:10]1[CH:11]=[C:12]([CH:15]=[CH:16][C:17]=1[F:18])[CH:13]=O.[NH2:19][C:20]1[N:24]([CH3:25])[N:23]([CH3:26])[C:22](=[O:27])[CH:21]=1. (6) Given the product [C:2]1([CH:1]([NH:8][C:9](=[O:15])[C@H:10]([CH:12]([CH3:13])[CH3:14])[NH2:11])[CH2:19][CH:18]=[CH2:17])[CH:7]=[CH:6][CH:5]=[CH:4][CH:3]=1, predict the reactants needed to synthesize it. The reactants are: [CH:1](=[N:8][C:9](=[O:15])[CH:10]([CH:12]([CH3:14])[CH3:13])[NH2:11])[C:2]1[CH:7]=[CH:6][CH:5]=[CH:4][CH:3]=1.[Br-].[CH2:17]([Zn+])[CH:18]=[CH2:19].C(Br)C=C.O. (7) The reactants are: Br[C:2]1[CH:3]=[C:4]([N:8]2[C:16]3[C:11](=[CH:12][C:13]([CH2:17][OH:18])=[CH:14][CH:15]=3)[C:10]([C:19]([O:21][CH3:22])=[O:20])=[N:9]2)[CH:5]=[CH:6][CH:7]=1.[C:23]([C@:25]1([OH:32])[CH2:29][CH2:28][N:27]([CH3:30])[C:26]1=[O:31])#[CH:24]. Given the product [OH:32][C@@:25]1([C:23]#[C:24][C:2]2[CH:3]=[C:4]([N:8]3[C:16]4[C:11](=[CH:12][C:13]([CH2:17][OH:18])=[CH:14][CH:15]=4)[C:10]([C:19]([O:21][CH3:22])=[O:20])=[N:9]3)[CH:5]=[CH:6][CH:7]=2)[CH2:29][CH2:28][N:27]([CH3:30])[C:26]1=[O:31], predict the reactants needed to synthesize it. (8) Given the product [N+:1]([C:4]1[CH:5]=[C:6]([CH:10]=[CH:11][C:12]=1[N+:13]([O-:15])=[O:14])[C:7]([NH:27][C:24]1[S:25][CH:26]=[C:22]([C:21]([F:29])([F:28])[F:20])[N:23]=1)=[O:9])([O-:3])=[O:2], predict the reactants needed to synthesize it. The reactants are: [N+:1]([C:4]1[CH:5]=[C:6]([CH:10]=[CH:11][C:12]=1[N+:13]([O-:15])=[O:14])[C:7]([OH:9])=O)([O-:3])=[O:2].S(Cl)(Cl)=O.[F:20][C:21]([F:29])([F:28])[C:22]1[N:23]=[C:24]([NH2:27])[S:25][CH:26]=1.